Dataset: NCI-60 drug combinations with 297,098 pairs across 59 cell lines. Task: Regression. Given two drug SMILES strings and cell line genomic features, predict the synergy score measuring deviation from expected non-interaction effect. Drug 1: C1CCC(CC1)NC(=O)N(CCCl)N=O. Drug 2: CCCCC(=O)OCC(=O)C1(CC(C2=C(C1)C(=C3C(=C2O)C(=O)C4=C(C3=O)C=CC=C4OC)O)OC5CC(C(C(O5)C)O)NC(=O)C(F)(F)F)O. Cell line: HOP-92. Synergy scores: CSS=25.0, Synergy_ZIP=-8.50, Synergy_Bliss=-1.04, Synergy_Loewe=0.902, Synergy_HSA=0.923.